Dataset: Catalyst prediction with 721,799 reactions and 888 catalyst types from USPTO. Task: Predict which catalyst facilitates the given reaction. (1) Reactant: C([O:5][C:6]([CH:8]1[CH:12]([C:13]2[CH:18]=[CH:17][CH:16]=[C:15]([Br:19])[CH:14]=2)[C:11]([C:22]2[CH:27]=[CH:26][C:25]([Cl:28])=[CH:24][C:23]=2[F:29])([C:20]#[N:21])[CH:10]([CH2:30][C:31]([CH3:34])([CH3:33])[CH3:32])[NH:9]1)=[O:7])(C)(C)C.[F:35][C:36]([F:41])([F:40])[C:37]([OH:39])=[O:38]. The catalyst class is: 4. Product: [F:35][C:36]([F:41])([F:40])[C:37]([OH:39])=[O:38].[Br:19][C:15]1[CH:14]=[C:13]([CH:12]2[C:11]([C:22]3[CH:27]=[CH:26][C:25]([Cl:28])=[CH:24][C:23]=3[F:29])([C:20]#[N:21])[CH:10]([CH2:30][C:31]([CH3:33])([CH3:34])[CH3:32])[NH:9][CH:8]2[C:6]([OH:7])=[O:5])[CH:18]=[CH:17][CH:16]=1. (2) Reactant: C([O:8][C:9]1[C:14](=[O:15])[N:13]=[C:12]([CH2:16][C:17]2([C:22]3[CH:27]=[CH:26][CH:25]=[CH:24][CH:23]=3)[CH2:21][CH2:20][CH2:19][CH2:18]2)[N:11]2[CH2:28][CH2:29][N:30]([CH:33]3[CH2:35][CH2:34]3)[C:31](=[O:32])[C:10]=12)C1C=CC=CC=1. Product: [CH:33]1([N:30]2[CH2:29][CH2:28][N:11]3[C:12]([CH2:16][C:17]4([C:22]5[CH:27]=[CH:26][CH:25]=[CH:24][CH:23]=5)[CH2:21][CH2:20][CH2:19][CH2:18]4)=[N:13][C:14](=[O:15])[C:9]([OH:8])=[C:10]3[C:31]2=[O:32])[CH2:34][CH2:35]1. The catalyst class is: 29. (3) Reactant: Cl[C:2]1[CH:7]=[C:6]([C:8]2[CH:9]=[C:10]3[C:15](=[O:16])[NH:14][CH2:13][CH2:12][N:11]3[CH:17]=2)[CH:5]=[CH:4][N:3]=1.[NH2:18][C:19]1[CH:20]=[C:21](B(O)O)[CH:22]=[CH:23][C:24]=1[O:25][CH3:26].C(=O)([O-])[O-].[Cs+].[Cs+].O1CCOCC1.O. Product: [NH2:18][C:19]1[CH:20]=[C:21]([C:2]2[CH:7]=[C:6]([C:8]3[CH:9]=[C:10]4[C:15](=[O:16])[NH:14][CH2:13][CH2:12][N:11]4[CH:17]=3)[CH:5]=[CH:4][N:3]=2)[CH:22]=[CH:23][C:24]=1[O:25][CH3:26]. The catalyst class is: 263. (4) Reactant: [O:1]([C:8]1[N:13]=[CH:12][C:11]([CH:14]=O)=[CH:10][CH:9]=1)[C:2]1[CH:7]=[CH:6][CH:5]=[CH:4][CH:3]=1.[N+:16]([CH3:19])([O-:18])=[O:17].C([O-])(=O)C.[NH4+].[BH4-].[Na+]. Product: [N+:16]([CH2:19][CH2:14][C:11]1[CH:10]=[CH:9][C:8]([O:1][C:2]2[CH:7]=[CH:6][CH:5]=[CH:4][CH:3]=2)=[N:13][CH:12]=1)([O-:18])=[O:17]. The catalyst class is: 15. (5) Reactant: [Cl:1][C:2](OC(Cl)(Cl)Cl)=[O:3].[N:9]1([C:15]([O:17][CH2:18][C:19]2[CH:24]=[CH:23][CH:22]=[CH:21][CH:20]=2)=[O:16])[CH2:14][CH2:13][NH:12][CH2:11][CH2:10]1.C(N(CC)C(C)C)(C)C. Product: [Cl:1][C:2]([N:12]1[CH2:13][CH2:14][N:9]([C:15]([O:17][CH2:18][C:19]2[CH:24]=[CH:23][CH:22]=[CH:21][CH:20]=2)=[O:16])[CH2:10][CH2:11]1)=[O:3]. The catalyst class is: 7. (6) Reactant: [Cl:1][C:2]1[CH:17]=[CH:16][C:5]2[N:6]=[C:7]([N:9]3[CH2:14][CH2:13][CH:12]([NH2:15])[CH2:11][CH2:10]3)[S:8][C:4]=2[CH:3]=1.[CH3:18][O:19][C:20](=[O:30])[CH2:21][C:22]1[CH:27]=[CH:26][CH:25]=[C:24]([CH2:28]Br)[CH:23]=1.C(=O)([O-])[O-].[K+].[K+].CN(C)C=O. Product: [CH3:18][O:19][C:20](=[O:30])[CH2:21][C:22]1[CH:27]=[CH:26][CH:25]=[C:24]([CH2:28][NH:15][CH:12]2[CH2:11][CH2:10][N:9]([C:7]3[S:8][C:4]4[CH:3]=[C:2]([Cl:1])[CH:17]=[CH:16][C:5]=4[N:6]=3)[CH2:14][CH2:13]2)[CH:23]=1. The catalyst class is: 6. (7) Reactant: O[C:2]1[C:3]([CH2:11][CH:12]([CH3:14])[CH3:13])=[C:4]([CH:8]=[CH:9][CH:10]=1)C(N)=O.[F:15][C:16]([F:29])([F:28])[S:17]([O:20]S(C(F)(F)F)(=O)=O)(=[O:19])=[O:18].[N:30]1C=CC=C[CH:31]=1. Product: [F:15][C:16]([F:29])([F:28])[S:17]([O:20][C:9]1[CH:10]=[CH:2][C:3]([CH2:11][CH:12]([CH3:13])[CH3:14])=[CH:4][C:8]=1[C:31]#[N:30])(=[O:19])=[O:18]. The catalyst class is: 13.